This data is from Forward reaction prediction with 1.9M reactions from USPTO patents (1976-2016). The task is: Predict the product of the given reaction. (1) Given the reactants [CH2:1]([C:8]1[C:16]2[O:15][CH:14]([CH2:17][NH2:18])[CH2:13][C:12]=2[CH:11]=[CH:10][CH:9]=1)[C:2]1[CH:7]=[CH:6][CH:5]=[CH:4][CH:3]=1.C(N(C(C)C)CC)(C)C.Cl[C:29]([O:31][CH2:32][C:33]1[CH:38]=[CH:37][CH:36]=[CH:35][CH:34]=1)=[O:30], predict the reaction product. The product is: [CH2:1]([C:8]1[C:16]2[O:15][CH:14]([CH2:17][NH:18][C:29](=[O:30])[O:31][CH2:32][C:33]3[CH:38]=[CH:37][CH:36]=[CH:35][CH:34]=3)[CH2:13][C:12]=2[CH:11]=[CH:10][CH:9]=1)[C:2]1[CH:3]=[CH:4][CH:5]=[CH:6][CH:7]=1. (2) Given the reactants [C:1]12([CH2:11][NH:12][C:13]([C:15]3[N:20]4[CH:21]=[C:22]([C:24](O)=[O:25])[N:23]=[C:19]4[CH:18]=[CH:17][CH:16]=3)=[O:14])[CH2:10][CH:5]3[CH2:6][CH:7]([CH2:9][CH:3]([CH2:4]3)[CH2:2]1)[CH2:8]2.CCN(C(C)C)C(C)C.[NH:36]1[CH2:40][CH2:39][C@@H:38]([NH:41]C(=O)OC(C)(C)C)[CH2:37]1.F[P-](F)(F)(F)(F)F.N1(O[P+](N(C)C)(N(C)C)N(C)C)C2C=CC=CC=2N=N1, predict the reaction product. The product is: [C:1]12([CH2:11][NH:12][C:13]([C:15]3[N:20]4[CH:21]=[C:22]([C:24]([N:36]5[CH2:40][CH2:39][C@@H:38]([NH2:41])[CH2:37]5)=[O:25])[N:23]=[C:19]4[CH:18]=[CH:17][CH:16]=3)=[O:14])[CH2:8][CH:7]3[CH2:6][CH:5]([CH2:4][CH:3]([CH2:9]3)[CH2:2]1)[CH2:10]2. (3) Given the reactants [Cl:1][C:2]1[CH:7]=[CH:6][C:5]([CH:8]([C:19]2[CH:24]=[CH:23][C:22]([S:25]([CH3:28])(=[O:27])=[O:26])=[CH:21][CH:20]=2)[CH2:9][C:10]([C:12]2[CH:13]=[CH:14][C:15](=[O:18])[NH:16][CH:17]=2)=[O:11])=[C:4]([CH3:29])[CH:3]=1.Br[CH2:31][CH2:32][C:33]([O:35][CH3:36])=[O:34].C(=O)([O-])[O-].[K+].[K+], predict the reaction product. The product is: [Cl:1][C:2]1[CH:7]=[CH:6][C:5]([CH:8]([C:19]2[CH:20]=[CH:21][C:22]([S:25]([CH3:28])(=[O:26])=[O:27])=[CH:23][CH:24]=2)[CH2:9][C:10]([C:12]2[CH:13]=[CH:14][C:15](=[O:18])[N:16]([CH2:31][CH2:32][C:33]([O:35][CH3:36])=[O:34])[CH:17]=2)=[O:11])=[C:4]([CH3:29])[CH:3]=1. (4) Given the reactants N1C=CC=CC=1.C(Cl)Cl.[CH2:10]([C:12]1[N:17]=[CH:16][C:15]([S:18](Cl)(=[O:20])=[O:19])=[CH:14][CH:13]=1)[CH3:11].[NH2:22][C:23]1[CH:24]=[N:25][C:26]2[C:31]([CH:32]=1)=[CH:30][CH:29]=[CH:28][C:27]=2[Br:33], predict the reaction product. The product is: [Br:33][C:27]1[CH:28]=[CH:29][CH:30]=[C:31]2[C:26]=1[N:25]=[CH:24][C:23]([NH:22][S:18]([C:15]1[CH:16]=[N:17][C:12]([CH2:10][CH3:11])=[CH:13][CH:14]=1)(=[O:20])=[O:19])=[CH:32]2. (5) Given the reactants [OH:1][C:2]1[CH:7]=[CH:6][C:5]([N+:8]([O-:10])=[O:9])=[CH:4][C:3]=1[I:11].Cl.Cl[CH2:14][C:15]1[N:16]=[CH:17][S:18][CH:19]=1, predict the reaction product. The product is: [I:11][C:3]1[CH:4]=[C:5]([N+:8]([O-:10])=[O:9])[CH:6]=[CH:7][C:2]=1[O:1][CH2:14][C:15]1[N:16]=[CH:17][S:18][CH:19]=1. (6) Given the reactants [CH2:1]([CH:3]([CH2:12][CH2:13][CH2:14][CH3:15])[CH2:4][C:5]1[CH:6]=[C:7]([CH:10]=O)[S:8][CH:9]=1)[CH3:2].Cl.[NH2:17]O.O, predict the reaction product. The product is: [CH2:1]([CH:3]([CH2:12][CH2:13][CH2:14][CH3:15])[CH2:4][C:5]1[CH:6]=[C:7]([C:10]#[N:17])[S:8][CH:9]=1)[CH3:2]. (7) Given the reactants [Cl:1][C:2]1[C:3]([CH3:9])=[C:4]([OH:8])[CH:5]=[CH:6][CH:7]=1.[H-].[Na+].FC(F)(F)S(O[C:18]1[C:27]2[C:26](=[O:28])[N:25]([CH2:29][C:30]3[CH:35]=[CH:34][C:33]([O:36][CH3:37])=[CH:32][CH:31]=3)[C:24](=[O:38])[N:23]([C:39]3[CH:44]=[CH:43][C:42]([I:45])=[CH:41][C:40]=3[F:46])[C:22]=2[N:21]([CH3:47])[C:20](=[O:48])[CH:19]=1)(=O)=O, predict the reaction product. The product is: [Cl:1][C:2]1[C:3]([CH3:9])=[C:4]([CH:5]=[CH:6][CH:7]=1)[O:8][C:18]1[C:27]2[C:26](=[O:28])[N:25]([CH2:29][C:30]3[CH:31]=[CH:32][C:33]([O:36][CH3:37])=[CH:34][CH:35]=3)[C:24](=[O:38])[N:23]([C:39]3[CH:44]=[CH:43][C:42]([I:45])=[CH:41][C:40]=3[F:46])[C:22]=2[N:21]([CH3:47])[C:20](=[O:48])[CH:19]=1.